From a dataset of Forward reaction prediction with 1.9M reactions from USPTO patents (1976-2016). Predict the product of the given reaction. (1) Given the reactants [F:1][C:2]1[CH:8]=[C:7]([N:9]2[CH:13]=[CH:12][CH:11]=[N:10]2)[CH:6]=[CH:5][C:3]=1[NH2:4].Cl.[N:15]([O-])=O.[Na+].[CH3:19][O:20][CH2:21][C:22](=[O:28])[CH2:23][C:24]([O:26][CH3:27])=[O:25].C([O-])(=O)C.[Na+], predict the reaction product. The product is: [F:1][C:2]1[CH:8]=[C:7]([N:9]2[CH:13]=[CH:12][CH:11]=[N:10]2)[CH:6]=[CH:5][C:3]=1[NH:4][N:15]=[C:23]([C:22](=[O:28])[CH2:21][O:20][CH3:19])[C:24]([O:26][CH3:27])=[O:25]. (2) The product is: [O:4]1[C:8]2=[C:9]([N:13]3[CH2:18][CH2:17][N:16]([CH2:19][CH2:20][C@H:21]4[CH2:26][CH2:25][C@H:24]([NH:27][C:30](=[O:31])[C:29]([CH3:34])([CH3:33])[CH3:28])[CH2:23][CH2:22]4)[CH2:15][CH2:14]3)[N:10]=[CH:11][CH:12]=[C:7]2[CH2:6][CH2:5]1. Given the reactants Cl.Cl.Cl.[O:4]1[C:8]2=[C:9]([N:13]3[CH2:18][CH2:17][N:16]([CH2:19][CH2:20][C@H:21]4[CH2:26][CH2:25][C@H:24]([NH2:27])[CH2:23][CH2:22]4)[CH2:15][CH2:14]3)[N:10]=[CH:11][CH:12]=[C:7]2[CH2:6][CH2:5]1.[CH3:28][C:29]([CH3:34])([CH3:33])[C:30](O)=[O:31], predict the reaction product. (3) Given the reactants Cl[C:2]1[CH:11]=[C:10]([NH:12][C:13]2[C:18]([Cl:19])=[CH:17][N:16]=[CH:15][C:14]=2[Cl:20])[C:9]2[C:4](=[C:5]([O:23][CH:24]3[CH2:28][CH2:27][CH2:26][CH2:25]3)[C:6]([O:21][CH3:22])=[CH:7][CH:8]=2)[N:3]=1, predict the reaction product. The product is: [CH:24]1([O:23][C:5]2[C:6]([O:21][CH3:22])=[CH:7][CH:8]=[C:9]3[C:4]=2[N:3]=[C:2]([O:21][CH2:6][CH2:5][OH:23])[CH:11]=[C:10]3[NH:12][C:13]2[C:18]([Cl:19])=[CH:17][N:16]=[CH:15][C:14]=2[Cl:20])[CH2:25][CH2:26][CH2:27][CH2:28]1.